From a dataset of Reaction yield outcomes from USPTO patents with 853,638 reactions. Predict the reaction yield, written as a fraction of the theoretical maximum amount of product (1.0 means a 100% yield; for example, 0.34 means a 34% yield). (1) The reactants are C([O:4][CH2:5][C:6]1[C:7]([N:27]2[CH2:38][CH2:37][N:36]3[C:29](=[CH:30][C:31]4[CH2:32][C:33]([CH3:40])([CH3:39])[CH2:34][C:35]=43)[C:28]2=[O:41])=[N:8][CH:9]=[CH:10][C:11]=1[C:12]1[CH:17]=[C:16]([NH:18][C:19]2[CH:24]=[N:23][CH:22]=[CH:21][N:20]=2)[C:15](=[O:25])[N:14]([CH3:26])[CH:13]=1)(=O)C.[OH-].[Li+]. The catalyst is C(O)(C)C.C1COCC1.O. The product is [OH:4][CH2:5][C:6]1[C:7]([N:27]2[CH2:38][CH2:37][N:36]3[C:35]4[CH2:34][C:33]([CH3:39])([CH3:40])[CH2:32][C:31]=4[CH:30]=[C:29]3[C:28]2=[O:41])=[N:8][CH:9]=[CH:10][C:11]=1[C:12]1[CH:17]=[C:16]([NH:18][C:19]2[CH:24]=[N:23][CH:22]=[CH:21][N:20]=2)[C:15](=[O:25])[N:14]([CH3:26])[CH:13]=1. The yield is 0.350. (2) The reactants are [C:1](Cl)(=[O:3])[CH3:2].[N:5]1([CH2:11][CH2:12][O:13][C:14]2[CH:19]=[CH:18][C:17]([CH:20]3[CH2:25][CH2:24][N:23]([C:26]4[CH2:27][CH2:28][C:29]5[N:30]([C:32]([C:35]([F:38])([F:37])[F:36])=[N:33][N:34]=5)[N:31]=4)[CH2:22][CH2:21]3)=[CH:16][CH:15]=2)[CH2:10][CH2:9][NH:8][CH2:7][CH2:6]1.C(N(CC)CC)C. The catalyst is C(Cl)Cl.O. The product is [C:1]([N:8]1[CH2:9][CH2:10][N:5]([CH2:11][CH2:12][O:13][C:14]2[CH:19]=[CH:18][C:17]([CH:20]3[CH2:25][CH2:24][N:23]([C:26]4[CH2:27][CH2:28][C:29]5[N:30]([C:32]([C:35]([F:38])([F:36])[F:37])=[N:33][N:34]=5)[N:31]=4)[CH2:22][CH2:21]3)=[CH:16][CH:15]=2)[CH2:6][CH2:7]1)(=[O:3])[CH3:2]. The yield is 0.490.